This data is from Catalyst prediction with 721,799 reactions and 888 catalyst types from USPTO. The task is: Predict which catalyst facilitates the given reaction. (1) Reactant: [CH3:1][O:2][C:3]([C:5]1[N:6]=[C:7](I)[C:8]2[CH:9]=[CH:10][N:11]([CH2:17][C:18]3[CH:23]=[CH:22][CH:21]=[CH:20][CH:19]=3)[C:12](=[O:16])[C:13]=2[C:14]=1[OH:15])=[O:4].[C:25]([Cu])#[N:26].[NH4+].[OH-].Cl. Product: [CH3:1][O:2][C:3]([C:5]1[N:6]=[C:7]([C:25]#[N:26])[C:8]2[CH:9]=[CH:10][N:11]([CH2:17][C:18]3[CH:23]=[CH:22][CH:21]=[CH:20][CH:19]=3)[C:12](=[O:16])[C:13]=2[C:14]=1[OH:15])=[O:4]. The catalyst class is: 85. (2) Reactant: [CH3:1][O:2][C:3]1[CH:4]=[C:5]([C@@H:11]2[C@H:16]([NH2:17])[CH2:15][CH:14]=[CH:13][CH2:12]2)[CH:6]=[CH:7][C:8]=1[O:9][CH3:10].[CH3:18][C:19]([O:22][C:23](O[C:23]([O:22][C:19]([CH3:21])([CH3:20])[CH3:18])=[O:24])=[O:24])([CH3:21])[CH3:20]. Product: [C:19]([O:22][C:23](=[O:24])[NH:17][CH:16]1[CH:11]([C:5]2[CH:6]=[CH:7][C:8]([O:9][CH3:10])=[C:3]([O:2][CH3:1])[CH:4]=2)[CH2:12][CH:13]=[CH:14][CH2:15]1)([CH3:21])([CH3:20])[CH3:18]. The catalyst class is: 4.